This data is from Catalyst prediction with 721,799 reactions and 888 catalyst types from USPTO. The task is: Predict which catalyst facilitates the given reaction. (1) Reactant: [Cl:1][C:2]1[CH:11]=[CH:10][CH:9]=[C:8]2[C:3]=1[CH:4]=[C:5]([CH2:19][N:20]1[C:24]3=[N:25][CH:26]=[N:27][C:28]([NH2:29])=[C:23]3[C:22](I)=[N:21]1)[C:6]([C:12]1[CH:17]=[CH:16][CH:15]=[CH:14][C:13]=1[Cl:18])=[N:7]2.[CH3:31][N:32]1[CH:36]=[C:35](B2OC(C)(C)C(C)(C)O2)[CH:34]=[N:33]1.C(=O)([O-])[O-].[Na+].[Na+]. Product: [Cl:1][C:2]1[CH:11]=[CH:10][CH:9]=[C:8]2[C:3]=1[CH:4]=[C:5]([CH2:19][N:20]1[C:24]3=[N:25][CH:26]=[N:27][C:28]([NH2:29])=[C:23]3[C:22]([C:35]3[CH:34]=[N:33][N:32]([CH3:31])[CH:36]=3)=[N:21]1)[C:6]([C:12]1[CH:17]=[CH:16][CH:15]=[CH:14][C:13]=1[Cl:18])=[N:7]2. The catalyst class is: 128. (2) Reactant: ClC(Cl)(O[C:5](=[O:11])OC(Cl)(Cl)Cl)Cl.[NH2:13][C:14]1[S:15][C:16]([CH3:24])=[C:17]([CH3:23])[C:18]=1[C:19](=[O:22])[CH2:20][CH3:21].CC[N:27](C(C)C)C(C)C.N. Product: [CH3:23][C:17]1[C:18]([C:19](=[O:22])[CH2:20][CH3:21])=[C:14]([NH:13][C:5]([NH2:27])=[O:11])[S:15][C:16]=1[CH3:24]. The catalyst class is: 4. (3) Reactant: [CH3:1][CH:2]([CH3:22])[C:3]([C:5]1[O:6][C:7]2[CH:14]=[CH:13][C:12]([O:15][CH:16]3[CH2:21][CH2:20][S:19][CH2:18][CH2:17]3)=[CH:11][C:8]=2[C:9]=1[CH3:10])=[O:4].[BH4-].[Na+].O. Product: [CH3:1][CH:2]([CH3:22])[CH:3]([C:5]1[O:6][C:7]2[CH:14]=[CH:13][C:12]([O:15][CH:16]3[CH2:17][CH2:18][S:19][CH2:20][CH2:21]3)=[CH:11][C:8]=2[C:9]=1[CH3:10])[OH:4]. The catalyst class is: 111.